Dataset: Full USPTO retrosynthesis dataset with 1.9M reactions from patents (1976-2016). Task: Predict the reactants needed to synthesize the given product. (1) Given the product [F:17][C:18]([F:23])([F:22])[C:19]([OH:21])=[O:20].[N:1]1[CH:2]=[CH:3][N:4]2[CH2:9][CH2:8][NH:7][CH2:6][C:5]=12, predict the reactants needed to synthesize it. The reactants are: [N:1]1[CH:2]=[CH:3][N:4]2[CH2:9][CH2:8][N:7](C(OC(C)(C)C)=O)[CH2:6][C:5]=12.[F:17][C:18]([F:23])([F:22])[C:19]([OH:21])=[O:20]. (2) The reactants are: C([O:8][C:9]1[CH:37]=[CH:36][C:12]2[CH:13]=[C:14]([C:16]([C:21]3[CH:34]=[CH:33][C:24]([O:25][CH2:26][C:27](=[O:32])[C:28]([CH3:31])([CH3:30])[CH3:29])=[C:23]([CH3:35])[CH:22]=3)([CH2:19][CH3:20])[CH2:17][CH3:18])[O:15][C:11]=2[CH:10]=1)C1C=CC=CC=1. Given the product [CH2:17]([C:16]([C:21]1[CH:34]=[CH:33][C:24]([O:25][CH2:26][C:27](=[O:32])[C:28]([CH3:29])([CH3:31])[CH3:30])=[C:23]([CH3:35])[CH:22]=1)([C:14]1[O:15][C:11]2[CH:10]=[C:9]([OH:8])[CH:37]=[CH:36][C:12]=2[CH:13]=1)[CH2:19][CH3:20])[CH3:18], predict the reactants needed to synthesize it. (3) Given the product [CH2:9]([O:8][C:1](=[O:7])[C:2](=[O:4])[CH2:13][C:14]([C:16]12[CH2:25][CH:20]3[CH2:21][CH:22]([CH2:24][CH:18]([CH2:19]3)[CH2:17]1)[CH2:23]2)=[O:15])[CH3:10], predict the reactants needed to synthesize it. The reactants are: [C:1]([O:8][CH2:9][CH3:10])(=[O:7])[C:2]([O:4]CC)=O.[H-].[Na+].[CH3:13][C:14]([C:16]12[CH2:25][CH:20]3[CH2:21][CH:22]([CH2:24][CH:18]([CH2:19]3)[CH2:17]1)[CH2:23]2)=[O:15]. (4) Given the product [C:15](=[O:16])([O:17][C:18]([CH3:21])([CH3:20])[CH3:19])[O:12][C:8]1[C:7]([O:13][CH3:14])=[CH:6][C:3]([C:4]#[N:5])=[C:2]([Br:1])[C:9]=1[C:10]#[N:11], predict the reactants needed to synthesize it. The reactants are: [Br:1][C:2]1[C:9]([C:10]#[N:11])=[C:8]([OH:12])[C:7]([O:13][CH3:14])=[CH:6][C:3]=1[C:4]#[N:5].[C:15](O[C:15]([O:17][C:18]([CH3:21])([CH3:20])[CH3:19])=[O:16])([O:17][C:18]([CH3:21])([CH3:20])[CH3:19])=[O:16]. (5) Given the product [C:1]([C:3]1[C:4]([CH:9]=[O:12])=[N:5][CH:6]=[CH:7][CH:8]=1)#[N:2], predict the reactants needed to synthesize it. The reactants are: [C:1]([C:3]1[C:4]([CH3:9])=[N:5][CH:6]=[CH:7][CH:8]=1)#[N:2].O.[Se](=O)=[O:12]. (6) Given the product [C:16]([CH:14]1[CH2:15][C:12]([O:18][CH3:19])([O:11][CH3:10])[CH2:13]1)#[CH:1], predict the reactants needed to synthesize it. The reactants are: [C:1](C12CC1CCCC2)#C.[CH3:10][O:11][C:12]1([O:18][CH3:19])[CH2:15][CH:14]([CH2:16]O)[CH2:13]1. (7) Given the product [C:8]1([C:7](=[N:14][C:15]([CH3:51])([CH2:21][CH2:22][C:23]2[CH:24]=[C:25]3[C:48](=[CH:49][CH:50]=2)[C:29]2[S:82][C:81]([C:87]4[O:91][N:90]=[C:89]([C:92]5[CH:97]=[CH:96][CH:95]=[CH:94][CH:93]=5)[C:88]=4[C:98]([F:101])([F:100])[F:99])=[N:80][C:28]=2[CH2:27][CH2:26]3)[C:16]([O:18][CH2:19][CH3:20])=[O:17])[C:1]2[CH:6]=[CH:5][CH:4]=[CH:3][CH:2]=2)[CH:13]=[CH:12][CH:11]=[CH:10][CH:9]=1, predict the reactants needed to synthesize it. The reactants are: [C:1]1([C:7](=[N:14][C:15]([CH3:51])([CH2:21][CH2:22][C:23]2[CH:24]=[C:25]3[C:48](=[CH:49][CH:50]=2)[C:29]2=NOC(C4C(C(F)(F)F)=C(C5C=CC=CC=5)ON=4)=[C:28]2[CH2:27][CH2:26]3)[C:16]([O:18][CH2:19][CH3:20])=[O:17])[C:8]2[CH:13]=[CH:12][CH:11]=[CH:10][CH:9]=2)[CH:6]=[CH:5][CH:4]=[CH:3][CH:2]=1.C1(C(=NC(CCC2C=C3C(=CC=2)C2[S:82][C:81]([C:87]4[O:91][N:90]=[C:89]([C:92]5[CH:97]=[CH:96][CH:95]=[CH:94][CH:93]=5)[C:88]=4[C:98]([F:101])([F:100])[F:99])=[N:80]C=2CC3)C(OCC)=O)C2C=CC=CC=2)C=CC=CC=1. (8) Given the product [NH2:1][C:4]1[C:11]([NH:1][C:4]2[CH:5]=[CH:8][C:9]([CH3:10])=[C:28]([CH3:29])[CH:11]=2)=[CH:10][CH:9]=[CH:8][C:5]=1[C:6]#[N:7], predict the reactants needed to synthesize it. The reactants are: [N+:1]([C:4]1[C:11](C2C=CC(C)=C(C)C=2)=[CH:10][CH:9]=[CH:8][C:5]=1[C:6]#[N:7])([O-])=O.S(S([O-])=O)([O-])=O.[Na+].[Na+].[CH2:28](O)[CH3:29]. (9) Given the product [C:1]([O:5][C:6](=[O:19])[NH:7][CH2:8][C@@H:9]1[CH2:11][C@H:10]1[C:12]1[CH:17]=[CH:16][CH:15]=[CH:14][C:13]=1[C:24]1[CH:25]=[CH:26][C:21]([F:20])=[CH:22][CH:23]=1)([CH3:4])([CH3:3])[CH3:2], predict the reactants needed to synthesize it. The reactants are: [C:1]([O:5][C:6](=[O:19])[NH:7][CH2:8][C@@H:9]1[CH2:11][C@H:10]1[C:12]1[CH:17]=[CH:16][CH:15]=[CH:14][C:13]=1Br)([CH3:4])([CH3:3])[CH3:2].[F:20][C:21]1[CH:26]=[CH:25][C:24](B(O)O)=[CH:23][CH:22]=1.C([O-])([O-])=O.[K+].[K+].